Dataset: Reaction yield outcomes from USPTO patents with 853,638 reactions. Task: Predict the reaction yield, written as a fraction of the theoretical maximum amount of product (1.0 means a 100% yield; for example, 0.34 means a 34% yield). (1) The reactants are C1(C)C=CC=CC=1.C(#N)C.[Cl:11][C:12]1[CH:13]=[C:14]([OH:19])[CH:15]=[N:16][C:17]=1[Cl:18].[C:20]([O:23][C@@H:24]1[C@@H:29]([O:30][C:31](=[O:33])[CH3:32])[C@H:28]([O:34][C:35](=[O:37])[CH3:36])[CH2:27][S:26][C@@H:25]1Br)(=[O:22])[CH3:21]. The catalyst is [Cl-].[Zn+2].[Cl-].C(N(CC)CC)C. The product is [C:20]([O:23][C@@H:24]1[C@@H:29]([O:30][C:31](=[O:33])[CH3:32])[C@H:28]([O:34][C:35](=[O:37])[CH3:36])[CH2:27][S:26][C@H:25]1[O:19][C:14]1[CH:15]=[N:16][C:17]([Cl:18])=[C:12]([Cl:11])[CH:13]=1)(=[O:22])[CH3:21]. The yield is 0.500. (2) The product is [NH2:24][C:2]1[CH:18]=[CH:17][C:5]([C:6]([C:8]2[CH:16]=[CH:15][CH:14]=[CH:13][C:9]=2[C:10]([OH:12])=[O:11])=[O:7])=[CH:4][C:3]=1[N+:19]([O-:21])=[O:20]. No catalyst specified. The yield is 0.980. The reactants are Cl[C:2]1[CH:18]=[CH:17][C:5]([C:6]([C:8]2[CH:16]=[CH:15][CH:14]=[CH:13][C:9]=2[C:10]([OH:12])=[O:11])=[O:7])=[CH:4][C:3]=1[N+:19]([O-:21])=[O:20].Cl.[OH-].[NH4+:24]. (3) The reactants are Br[C:2]1[CH:7]=[CH:6][CH:5]=[CH:4][C:3]=1[Br:8].[Li]CCCC.Cl[Si:15]([C:28]1[CH:33]=[CH:32][CH:31]=[CH:30][CH:29]=1)([C:22]1[CH:27]=[CH:26][CH:25]=[CH:24][CH:23]=1)[C:16]1[CH:21]=[CH:20][CH:19]=[CH:18][CH:17]=1. The catalyst is CCOCC. The product is [Br:8][C:3]1[CH:4]=[CH:5][C:6]([Si:15]([C:22]2[CH:23]=[CH:24][CH:25]=[CH:26][CH:27]=2)([C:28]2[CH:33]=[CH:32][CH:31]=[CH:30][CH:29]=2)[C:16]2[CH:17]=[CH:18][CH:19]=[CH:20][CH:21]=2)=[CH:7][CH:2]=1. The yield is 0.660.